This data is from Reaction yield outcomes from USPTO patents with 853,638 reactions. The task is: Predict the reaction yield, written as a fraction of the theoretical maximum amount of product (1.0 means a 100% yield; for example, 0.34 means a 34% yield). (1) The reactants are [CH3:1][O:2][C:3]1[CH:4]=[C:5]([CH:11]([OH:14])[CH:12]=[CH2:13])[CH:6]=[CH:7][C:8]=1[O:9][CH3:10].I[C:16]1[CH:21]=[CH:20][CH:19]=[CH:18][C:17]=1[OH:22].C(=O)([O-])[O-].[Cs+].[Cs+]. The catalyst is C1COCC1.C(OCC)(=O)C.C([O-])(=O)C.[Pd+2].C([O-])(=O)C. The product is [CH3:1][O:2][C:3]1[CH:4]=[C:5]([C:11](=[O:14])[CH2:12][CH2:13][C:16]2[CH:21]=[CH:20][CH:19]=[CH:18][C:17]=2[OH:22])[CH:6]=[CH:7][C:8]=1[O:9][CH3:10]. The yield is 0.450. (2) The reactants are [CH3:1][C:2]1([CH3:10])[CH2:9][C:7](=[O:8])[CH2:6][C:4](=O)[CH2:3]1.[C:11]1([C:17]2[S:21][C:20]([CH:22]=O)=[CH:19][CH:18]=2)[CH:16]=[CH:15][CH:14]=[CH:13][CH:12]=1.[CH2:24]([CH2:27][C:28](=O)[CH2:29][C:30]([O:32][CH2:33][CH3:34])=[O:31])[CH2:25]C.C([O-])(=O)C.[NH4+:40]. The catalyst is C(O)C.C(OCC)(=O)C. The product is [CH3:10][C:2]1([CH3:1])[CH2:3][C:4]2[NH:40][C:28]([CH2:27][CH2:24][CH3:25])=[C:29]([C:30]([O:32][CH2:33][CH3:34])=[O:31])[CH:22]([C:20]3[S:21][C:17]([C:11]4[CH:12]=[CH:13][CH:14]=[CH:15][CH:16]=4)=[CH:18][CH:19]=3)[C:6]=2[C:7](=[O:8])[CH2:9]1. The yield is 0.680. (3) The reactants are [CH2:1]([N:8]1[CH2:13][CH2:12][CH2:11][CH:10]([CH2:14][OH:15])[CH2:9]1)[C:2]1[CH:7]=[CH:6][CH:5]=[CH:4][CH:3]=1.C(N(CC)CC)C.[C:23]1([CH3:33])[CH:28]=[CH:27][C:26]([S:29](Cl)(=[O:31])=[O:30])=[CH:25][CH:24]=1. The catalyst is ClCCl. The product is [CH3:33][C:23]1[CH:28]=[CH:27][C:26]([S:29]([O:15][CH2:14][CH:10]2[CH2:11][CH2:12][CH2:13][N:8]([CH2:1][C:2]3[CH:7]=[CH:6][CH:5]=[CH:4][CH:3]=3)[CH2:9]2)(=[O:31])=[O:30])=[CH:25][CH:24]=1. The yield is 0.800. (4) The reactants are [C:1]1([P:7](=[O:10])([OH:9])[OH:8])[CH:6]=[CH:5][CH:4]=[CH:3][CH:2]=1.S(=O)(=O)(O)O.[N+:16]([O-])([OH:18])=[O:17]. The catalyst is O. The product is [N+:16]([C:3]1[CH:2]=[C:1]([P:7](=[O:9])([OH:8])[OH:10])[CH:6]=[CH:5][CH:4]=1)([O-:18])=[O:17]. The yield is 0.890. (5) The reactants are Cl[C:2]1[C:3]2[C:10]([C:11]3[CH:16]=[CH:15][CH:14]=[CH:13][C:12]=3[Cl:17])=[CH:9][NH:8][C:4]=2[N:5]=[CH:6][N:7]=1.[N:18]1([C:24]([O:26][C:27]([CH3:30])([CH3:29])[CH3:28])=[O:25])[CH2:23][CH2:22][NH:21][CH2:20][CH2:19]1.CCN(C(C)C)C(C)C. The catalyst is O1CCOCC1. The product is [C:27]([O:26][C:24]([N:18]1[CH2:23][CH2:22][N:21]([C:2]2[C:3]3[C:10]([C:11]4[CH:16]=[CH:15][CH:14]=[CH:13][C:12]=4[Cl:17])=[CH:9][NH:8][C:4]=3[N:5]=[CH:6][N:7]=2)[CH2:20][CH2:19]1)=[O:25])([CH3:30])([CH3:28])[CH3:29]. The yield is 0.640. (6) The reactants are [N+:1]([C:4]1[S:5][CH:6]=[CH:7][CH:8]=1)([O-])=O.[Sn].CO[CH:12](OC)[CH2:13][C:14](=[O:16])[CH3:15].[OH-].[Na+].[CH3:21]CO. The catalyst is Cl.[Cl-].[Cl-].[Zn+2].CCOC(C)=O. The product is [S:5]1[C:4]2=[N:1][CH:12]=[C:13]([C:14](=[O:16])[CH3:15])[CH:21]=[C:8]2[CH:7]=[CH:6]1. The yield is 0.230. (7) The reactants are [NH2:1][C:2]1[CH:7]=[C:6]([O:8][C:9]2[CH:14]=[CH:13][C:12]([N+:15]([O-:17])=[O:16])=[CH:11][C:10]=2[F:18])[N:5]=[CH:4][N:3]=1.C(N(CC)CC)C.Cl[C:27](OC1C=CC=CC=1)=[O:28].[N:36]1([CH:42]2[CH2:47][CH2:46][NH:45][CH2:44][CH2:43]2)[CH2:41][CH2:40][CH2:39][CH2:38][CH2:37]1. The catalyst is O1CCCC1.CN(C)C=O. The product is [N+:15]([C:12]1[CH:13]=[CH:14][C:9]([O:8][C:6]2[N:5]=[CH:4][N:3]=[C:2]([NH:1][C:27]([N:45]3[CH2:46][CH2:47][CH:42]([N:36]4[CH2:41][CH2:40][CH2:39][CH2:38][CH2:37]4)[CH2:43][CH2:44]3)=[O:28])[CH:7]=2)=[C:10]([F:18])[CH:11]=1)([O-:17])=[O:16]. The yield is 0.617.